From a dataset of CYP1A2 inhibition data for predicting drug metabolism from PubChem BioAssay. Regression/Classification. Given a drug SMILES string, predict its absorption, distribution, metabolism, or excretion properties. Task type varies by dataset: regression for continuous measurements (e.g., permeability, clearance, half-life) or binary classification for categorical outcomes (e.g., BBB penetration, CYP inhibition). Dataset: cyp1a2_veith. (1) The compound is CS(=O)(=O)Nc1cccc(-c2ccc3ncnc(NC4CC4)c3c2)c1. The result is 1 (inhibitor). (2) The drug is CCC(C)[C@H](NC(=O)NCc1ccccn1)C(=O)OC. The result is 0 (non-inhibitor). (3) The compound is O=C(CCc1nc(-c2ccccc2)c(-c2ccccc2)o1)OCc1ccc(Cl)cc1. The result is 1 (inhibitor). (4) The compound is C=CCNC(=S)NNC(=O)c1ccc2c(c1)OCO2. The result is 1 (inhibitor). (5) The molecule is Cc1noc(C)c1-c1nccc(N2CCNCC2)n1. The result is 1 (inhibitor). (6) The molecule is CN(Cc1ccco1)c1ncnc2ccc(-c3ccccc3C#N)cc12. The result is 1 (inhibitor). (7) The molecule is Cc1cc(-c2ccc(Cl)cc2)oc(=O)c1NC(=O)c1ccccc1. The result is 1 (inhibitor).